Dataset: Full USPTO retrosynthesis dataset with 1.9M reactions from patents (1976-2016). Task: Predict the reactants needed to synthesize the given product. (1) Given the product [OH:37][CH:27]([CH:28]([NH:36][C:9](=[O:11])[C:8]1[CH:12]=[CH:13][CH:14]=[N:15][C:7]=1[N:5]1[CH:6]=[C:2]([CH3:1])[C:3]([C:16]2[CH:21]=[CH:20][CH:19]=[CH:18][CH:17]=2)=[N:4]1)[CH2:29][C:30]1[CH:31]=[CH:32][CH:33]=[CH:34][CH:35]=1)[C:26]([O:25][CH2:23][CH3:24])=[O:38], predict the reactants needed to synthesize it. The reactants are: [CH3:1][C:2]1[C:3]([C:16]2[CH:21]=[CH:20][CH:19]=[CH:18][CH:17]=2)=[N:4][N:5]([C:7]2[N:15]=[CH:14][CH:13]=[CH:12][C:8]=2[C:9]([OH:11])=O)[CH:6]=1.[Cl-].[CH2:23]([O:25][C:26](=[O:38])[CH:27]([OH:37])[CH:28]([NH3+:36])[CH2:29][C:30]1[CH:35]=[CH:34][CH:33]=[CH:32][CH:31]=1)[CH3:24]. (2) Given the product [F:1][C:2]1[CH:7]=[C:6]([CH:5]=[CH:4][C:3]=1[O:11][CH2:12][CH2:13][O:14][CH3:15])[NH2:8], predict the reactants needed to synthesize it. The reactants are: [F:1][C:2]1[CH:7]=[C:6]([N+:8]([O-])=O)[CH:5]=[CH:4][C:3]=1[O:11][CH2:12][CH2:13][O:14][CH3:15].[Cl-].[NH4+].